This data is from Forward reaction prediction with 1.9M reactions from USPTO patents (1976-2016). The task is: Predict the product of the given reaction. (1) Given the reactants [CH2:1]([N:8]1[CH2:12][CH:11]([N:13](C(OC(C)(C)C)=O)[CH2:14][C:15]2[CH:20]=[CH:19][C:18]([F:21])=[CH:17][C:16]=2[F:22])[CH2:10][CH:9]1[C:30](O)=[O:31])[C:2]1[CH:7]=[CH:6][CH:5]=[CH:4][CH:3]=1.[CH3:33][O:34][C:35]1[CH:36]=[C:37]([N:43]2[CH2:48][CH2:47][NH:46][CH2:45][CH2:44]2)[CH:38]=[C:39]([O:41][CH3:42])[CH:40]=1, predict the reaction product. The product is: [CH2:1]([N:8]1[CH2:12][C@@H:11]([NH:13][CH2:14][C:15]2[CH:20]=[CH:19][C:18]([F:21])=[CH:17][C:16]=2[F:22])[CH2:10][C@H:9]1[C:30]([N:46]1[CH2:45][CH2:44][N:43]([C:37]2[CH:38]=[C:39]([O:41][CH3:42])[CH:40]=[C:35]([O:34][CH3:33])[CH:36]=2)[CH2:48][CH2:47]1)=[O:31])[C:2]1[CH:7]=[CH:6][CH:5]=[CH:4][CH:3]=1. (2) The product is: [CH:13](=[N:12]/[C@H:8]([C:3]1[CH:4]=[CH:5][CH:6]=[CH:7][C:2]=1[Br:1])[CH2:9][CH:10]=[CH2:11])\[C:16]1[CH:17]=[CH:18][CH:19]=[CH:20][CH:21]=1. Given the reactants [Br:1][C:2]1[CH:7]=[CH:6][CH:5]=[CH:4][C:3]=1[C@@H:8]([NH:12][C@@H:13]([C:16]1[CH:21]=[CH:20][CH:19]=[CH:18][CH:17]=1)CO)[CH2:9][CH:10]=[CH2:11].CN.I(O)(=O)(=O)=O, predict the reaction product. (3) The product is: [CH3:19][C:10]1[CH:11]=[C:12]([CH3:18])[CH:13]=[C:14]([N+:15]([O-:17])=[O:16])[C:9]=1[S:6]([N@:5]1[CH2:2][CH:3]1[CH3:4])(=[O:8])=[O:7]. Given the reactants O[CH2:2][C@@H:3]([NH:5][S:6]([C:9]1[C:14]([N+:15]([O-:17])=[O:16])=[CH:13][C:12]([CH3:18])=[CH:11][C:10]=1[CH3:19])(=[O:8])=[O:7])[CH3:4].[H-].[Na+].[H][H].C1(C)C=CC(S(Cl)(=O)=O)=CC=1, predict the reaction product. (4) The product is: [CH2:10]([N:1]1[C:9]2[C:4](=[CH:5][CH:6]=[CH:7][CH:8]=2)[CH:3]=[CH:2]1)[CH3:11]. Given the reactants [NH:1]1[C:9]2[C:4](=[CH:5][CH:6]=[CH:7][CH:8]=2)[CH:3]=[CH:2]1.[C:10](OCC)(=O)[C:11](OCC)=O.CC(C)([O-])C.[K+], predict the reaction product. (5) The product is: [CH3:1][C:2]1[N:3]=[C:4]([NH:7][C:8]2[CH:13]=[C:12]([S:14]([C:15]3[CH:16]=[CH:17][CH:18]=[CH:19][CH:20]=3)=[O:29])[CH:11]=[CH:10][N:9]=2)[S:5][CH:6]=1. Given the reactants [CH3:1][C:2]1[N:3]=[C:4]([NH:7][C:8]2[CH:13]=[C:12]([S:14][C:15]3[CH:20]=[CH:19][CH:18]=[CH:17][CH:16]=3)[CH:11]=[CH:10][N:9]=2)[S:5][CH:6]=1.C1C=C(Cl)C=C(C(OO)=[O:29])C=1, predict the reaction product. (6) Given the reactants [N:1]1[CH:6]=[CH:5][CH:4]=[C:3]([NH:7][C:8](=[O:14])[O:9][C:10]([CH3:13])([CH3:12])[CH3:11])[CH:2]=1.C([Li])(C)(C)C.[Sn:20](Cl)([CH2:29][CH2:30][CH2:31][CH3:32])([CH2:25][CH2:26][CH2:27][CH3:28])[CH2:21][CH2:22][CH2:23][CH3:24].O, predict the reaction product. The product is: [CH2:29]([Sn:20]([CH2:21][CH2:22][CH2:23][CH3:24])([CH2:25][CH2:26][CH2:27][CH3:28])[C:4]1[CH:5]=[CH:6][N:1]=[CH:2][C:3]=1[NH:7][C:8](=[O:14])[O:9][C:10]([CH3:11])([CH3:13])[CH3:12])[CH2:30][CH2:31][CH3:32]. (7) Given the reactants [N:1]([CH2:4][CH:5]1[CH2:9][C:8]2[CH:10]=[C:11]([C:15]3[CH:20]=[CH:19][CH:18]=[CH:17][C:16]=3[CH3:21])[CH:12]=[C:13]([F:14])[C:7]=2[O:6]1)=[N+]=[N-].C1(P(C2C=CC=CC=2)C2C=CC=CC=2)C=CC=CC=1, predict the reaction product. The product is: [F:14][C:13]1[C:7]2[O:6][CH:5]([CH2:4][NH2:1])[CH2:9][C:8]=2[CH:10]=[C:11]([C:15]2[CH:20]=[CH:19][CH:18]=[CH:17][C:16]=2[CH3:21])[CH:12]=1. (8) Given the reactants [CH3:1][C@H:2]1[CH2:7][C@@H:6]([OH:8])[C@H:5]([CH:9]([CH3:11])[CH3:10])[CH2:4][CH2:3]1.C1(C)CCC(C(C)C)C(OCCOCCO)C1, predict the reaction product. The product is: [CH:2]1([CH3:1])[CH2:3][CH2:4][CH:5]([CH:9]([CH3:10])[CH3:11])[CH:6]([OH:8])[CH2:7]1.